The task is: Predict which catalyst facilitates the given reaction.. This data is from Catalyst prediction with 721,799 reactions and 888 catalyst types from USPTO. (1) Reactant: [OH:1][CH2:2][C:3]1[CH:4]=[C:5]([S:9]([N:12]([CH2:21][O:22][CH2:23][CH2:24][Si:25]([CH3:28])([CH3:27])[CH3:26])[CH2:13][O:14][CH2:15][CH2:16][Si:17]([CH3:20])([CH3:19])[CH3:18])(=[O:11])=[O:10])[CH:6]=[CH:7][CH:8]=1.[H-].[Na+].CS(O[CH2:36][CH2:37][O:38][CH2:39][CH2:40][CH2:41][CH2:42][CH2:43][CH2:44][N:45]1[CH2:49][C@@H:48]([C:50]2[CH:61]=[CH:60][C:53]3[O:54][C:55]([CH3:59])([CH3:58])[O:56][CH2:57][C:52]=3[CH:51]=2)[O:47][C:46]1=[O:62])(=O)=O.P([O-])([O-])([O-])=O. Product: [CH3:58][C:55]1([CH3:59])[O:54][C:53]2[CH:60]=[CH:61][C:50]([C@H:48]3[O:47][C:46](=[O:62])[N:45]([CH2:44][CH2:43][CH2:42][CH2:41][CH2:40][CH2:39][O:38][CH2:37][CH2:36][O:1][CH2:2][C:3]4[CH:4]=[C:5]([S:9]([N:12]([CH2:21][O:22][CH2:23][CH2:24][Si:25]([CH3:28])([CH3:27])[CH3:26])[CH2:13][O:14][CH2:15][CH2:16][Si:17]([CH3:19])([CH3:20])[CH3:18])(=[O:11])=[O:10])[CH:6]=[CH:7][CH:8]=4)[CH2:49]3)=[CH:51][C:52]=2[CH2:57][O:56]1. The catalyst class is: 3. (2) Reactant: [F:1][C:2]1[CH:24]=[CH:23][CH:22]=[CH:21][C:3]=1[O:4][C:5]1[C:18](=[O:19])[N:17]([CH3:20])[C:8]2[N:9]=[C:10](S(C)(=O)=O)[N:11]=[CH:12][C:7]=2[CH:6]=1.[NH2:25][CH2:26][CH:27]([OH:30])[CH2:28][OH:29].CO.O. Product: [OH:30][CH:27]([CH2:28][OH:29])[CH2:26][NH:25][C:10]1[N:11]=[CH:12][C:7]2[CH:6]=[C:5]([O:4][C:3]3[CH:21]=[CH:22][CH:23]=[CH:24][C:2]=3[F:1])[C:18](=[O:19])[N:17]([CH3:20])[C:8]=2[N:9]=1. The catalyst class is: 60. (3) Reactant: CC(C)(O[C:5]([NH:7][CH2:8][CH2:9][CH2:10][CH2:11][C@@H:12]([C:24]([N:26]1[CH2:31][CH2:30][N:29]([C:32]2[CH:37]=[CH:36][N:35]=[CH:34][CH:33]=2)[CH2:28][CH2:27]1)=[O:25])[NH:13][C:14]([O:16][CH2:17][C:18]1[CH:23]=[CH:22][CH:21]=[CH:20][CH:19]=1)=[O:15])=O)C.F[C:40](F)(F)C(O)=O. Product: [CH3:40][N:7]([CH3:5])[CH2:8][CH2:9][CH2:10][CH2:11][C@@H:12]([C:24]([N:26]1[CH2:27][CH2:28][N:29]([C:32]2[CH:37]=[CH:36][N:35]=[CH:34][CH:33]=2)[CH2:30][CH2:31]1)=[O:25])[NH:13][C:14]([O:16][CH2:17][C:18]1[CH:23]=[CH:22][CH:21]=[CH:20][CH:19]=1)=[O:15]. The catalyst class is: 4. (4) Reactant: [CH2:1]([NH:3][C:4]1[S:5][C@H:6]2[O:12][C@H:11]([CH2:13]O)[C@@H:10]([OH:15])[C@H:9]([OH:16])[C@H:7]2[N:8]=1)[CH3:2].C(N(S(F)(F)[F:23])CC)C.CO.CCOC(C)=O. Product: [CH2:1]([NH:3][C:4]1[S:5][CH:6]2[O:12][CH:11]([CH2:13][F:23])[CH:10]([OH:15])[CH:9]([OH:16])[CH:7]2[N:8]=1)[CH3:2]. The catalyst class is: 2. (5) Reactant: [Cu][C:2]#[N:3].Br[C:5]1[CH:6]=[C:7]([CH:10]=[CH:11][C:12]=1[O:13][CH3:14])[CH:8]=[O:9]. Product: [CH:8]([C:7]1[CH:6]=[CH:5][C:12]([O:13][CH3:14])=[C:11]([CH:10]=1)[C:2]#[N:3])=[O:9]. The catalyst class is: 9. (6) Reactant: [Br:1][C:2]1[CH:3]=[C:4]2[C:9](=[CH:10][C:11]=1[CH:12]([F:14])[F:13])[N:8]([C:15]1[C:19]3[CH2:20][N:21](C(OC(C)(C)C)=O)[CH2:22][CH2:23][C:18]=3[N:17]([CH:31]3[CH2:36][CH2:35][O:34][CH2:33][CH2:32]3)[N:16]=1)[CH2:7][CH2:6][CH2:5]2.FC(F)(F)C(O)=O. Product: [Br:1][C:2]1[CH:3]=[C:4]2[C:9](=[CH:10][C:11]=1[CH:12]([F:13])[F:14])[N:8]([C:15]1[C:19]3[CH2:20][NH:21][CH2:22][CH2:23][C:18]=3[N:17]([CH:31]3[CH2:36][CH2:35][O:34][CH2:33][CH2:32]3)[N:16]=1)[CH2:7][CH2:6][CH2:5]2. The catalyst class is: 2. (7) Reactant: Br[C:2]1[CH:3]=[C:4]2[C:8](=[CH:9][CH:10]=1)[CH2:7][CH:6]([C:11]([O:13][CH3:14])=[O:12])[CH2:5]2.CC1(C)C(C)(C)OB([C:23]2[CH:28]=[CH:27][C:26]([OH:29])=[CH:25][CH:24]=2)O1.C1(P(C2C=CC=CC=2)C2C=CC=CC=2)C=CC=CC=1.P([O-])([O-])([O-])=O.[K+].[K+].[K+].O. Product: [OH:29][C:26]1[CH:27]=[CH:28][C:23]([C:2]2[CH:3]=[C:4]3[C:8](=[CH:9][CH:10]=2)[CH2:7][CH:6]([C:11]([O:13][CH3:14])=[O:12])[CH2:5]3)=[CH:24][CH:25]=1. The catalyst class is: 160. (8) Reactant: [NH2:1][C:2]1[CH:3]=[C:4]2[S:10][C:9]([NH:11][CH2:12][C:13]3[CH:18]=[CH:17][C:16]([O:19][CH3:20])=[CH:15][CH:14]=3)=[C:8]([C:21]([O:23][CH2:24][CH3:25])=[O:22])[C:5]2=[N:6][CH:7]=1.[CH3:26][C:27](OC(C)=O)=[O:28]. Product: [C:27]([NH:1][C:2]1[CH:3]=[C:4]2[S:10][C:9]([NH:11][CH2:12][C:13]3[CH:14]=[CH:15][C:16]([O:19][CH3:20])=[CH:17][CH:18]=3)=[C:8]([C:21]([O:23][CH2:24][CH3:25])=[O:22])[C:5]2=[N:6][CH:7]=1)(=[O:28])[CH3:26]. The catalyst class is: 2. (9) Reactant: C(OC(=O)[NH:7][CH2:8][CH:9]([NH:16][C:17](=[O:43])[C:18]1[CH:23]=[CH:22][C:21]([CH3:24])=[C:20]([NH:25][C:26]([C:28]2[C:29](=[O:42])[NH:30][C:31]3[C:36]([CH:37]=2)=[CH:35][C:34]([O:38][CH3:39])=[C:33]([O:40][CH3:41])[CH:32]=3)=[O:27])[CH:19]=1)[C:10]1[CH:15]=[CH:14][CH:13]=[CH:12][CH:11]=1)(C)(C)C. Product: [NH2:7][CH2:8][CH:9]([NH:16][C:17]([C:18]1[CH:23]=[CH:22][C:21]([CH3:24])=[C:20]([NH:25][C:26]([C:28]2[C:29](=[O:42])[NH:30][C:31]3[C:36]([CH:37]=2)=[CH:35][C:34]([O:38][CH3:39])=[C:33]([O:40][CH3:41])[CH:32]=3)=[O:27])[CH:19]=1)=[O:43])[C:10]1[CH:11]=[CH:12][CH:13]=[CH:14][CH:15]=1. The catalyst class is: 620.